Dataset: Catalyst prediction with 721,799 reactions and 888 catalyst types from USPTO. Task: Predict which catalyst facilitates the given reaction. (1) Reactant: [CH3:1][N:2]([CH2:4][CH2:5][CH:6]([C:15]1[CH:20]=[CH:19][CH:18]=[CH:17][CH:16]=1)[O:7][C:8]1[CH:13]=[CH:12][CH:11]=[CH:10][C:9]=1[CH3:14])C.C1(C)C=CC=CC=1.Cl[C:29]([O:31][C:32]1[CH:37]=[CH:36][CH:35]=[CH:34][CH:33]=1)=[O:30]. Product: [CH3:1][N:2]([CH2:4][CH2:5][CH:6]([O:7][C:8]1[CH:13]=[CH:12][CH:11]=[CH:10][C:9]=1[CH3:14])[C:15]1[CH:20]=[CH:19][CH:18]=[CH:17][CH:16]=1)[C:29](=[O:30])[O:31][C:32]1[CH:37]=[CH:36][CH:35]=[CH:34][CH:33]=1. The catalyst class is: 4. (2) Reactant: S(Cl)([Cl:3])=O.[C:5]1([C:11]2[N:12]=[C:13]([CH2:16]O)[NH:14][CH:15]=2)[CH:10]=[CH:9][CH:8]=[CH:7][CH:6]=1. Product: [Cl:3][CH2:16][C:13]1[NH:14][CH:15]=[C:11]([C:5]2[CH:10]=[CH:9][CH:8]=[CH:7][CH:6]=2)[N:12]=1. The catalyst class is: 11. (3) Reactant: F[P-](F)(F)(F)(F)F.N1(O[P+](N(C)C)(N(C)C)N(C)C)C2C=CC=CC=2N=N1.[NH2:28][C:29]1[CH:30]=[C:31]([CH:78]=[CH:79][CH:80]=1)[CH2:32][NH:33][C:34](=[O:77])[CH:35]([C:62]1[CH:76]=[CH:75][C:65]([CH2:66][N:67]([CH2:71][C:72](O)=[O:73])[C:68](=[O:70])[CH3:69])=[CH:64][CH:63]=1)[NH:36][C:37]1[CH:38]=[C:39]2[C:44](=[CH:45][CH:46]=1)[C:43]([N:47]([C:55]([O:57][C:58]([CH3:61])([CH3:60])[CH3:59])=[O:56])[C:48]([O:50][C:51]([CH3:54])([CH3:53])[CH3:52])=[O:49])=[N:42][CH:41]=[CH:40]2. Product: [C:68]([N:67]1[CH2:66][C:65]2=[CH:64][CH:63]=[C:62]([CH:76]=[CH:75]2)[CH:35]([NH:36][C:37]2[CH:38]=[C:39]3[C:44](=[CH:45][CH:46]=2)[C:43]([N:47]([C:48]([O:50][C:51]([CH3:53])([CH3:54])[CH3:52])=[O:49])[C:55]([O:57][C:58]([CH3:60])([CH3:59])[CH3:61])=[O:56])=[N:42][CH:41]=[CH:40]3)[C:34](=[O:77])[NH:33][CH2:32][C:31]2[CH:30]=[C:29]([CH:80]=[CH:79][CH:78]=2)[NH:28][C:72](=[O:73])[CH2:71]1)(=[O:70])[CH3:69]. The catalyst class is: 59. (4) Reactant: [BH4-].[Na+].[Cl:3][C:4]1[CH:5]=[C:6]([S:11]([NH:14][C@@H:15]([C:17]2[N:21]([CH2:22][CH3:23])[C:20]([O:24][C:25]3[CH:30]=[CH:29][CH:28]=[C:27]([N:31]4[CH2:36][CH2:35][C:34](=[O:37])[CH2:33][CH2:32]4)[CH:26]=3)=[N:19][N:18]=2)[CH3:16])(=[O:13])=[O:12])[CH:7]=[CH:8][C:9]=1[Cl:10].O. Product: [Cl:3][C:4]1[CH:5]=[C:6]([S:11]([NH:14][C@@H:15]([C:17]2[N:21]([CH2:22][CH3:23])[C:20]([O:24][C:25]3[CH:30]=[CH:29][CH:28]=[C:27]([N:31]4[CH2:32][CH2:33][CH:34]([OH:37])[CH2:35][CH2:36]4)[CH:26]=3)=[N:19][N:18]=2)[CH3:16])(=[O:12])=[O:13])[CH:7]=[CH:8][C:9]=1[Cl:10]. The catalyst class is: 5.